Binary Classification. Given a miRNA mature sequence and a target amino acid sequence, predict their likelihood of interaction. From a dataset of Experimentally validated miRNA-target interactions with 360,000+ pairs, plus equal number of negative samples. (1) The miRNA is hsa-miR-6786-3p with sequence UGACGCCCCUUCUGAUUCUGCCU. The protein sequence of the target gene is MSGGGGGGGSAPSRFADYFVICGLDTETGLEPDELSALCQYIQASKARDGASPFISSTTEGENFEQTPLRRTFKSKVLARYPENVDWNPFDQDAVGMLCMPKGLAFKTQADPREPQFHAFIITREDGSRTFGFALTFYEEVTSKQICSAMQTLYHMHNAEYDVLHAPLADGGDQSGMEDGEGIPGTKLQRFNSYDISRDTLYVSKCICLITPMSFMKACRSVLQQLHQAVTSPQPPPLPLESYIYNVLYEVPLPPPGRSLKFSGVYGPIICQRPSTNELPLFDFPVKEVFELLGVENVFQ.... Result: 0 (no interaction). (2) The miRNA is hsa-miR-431-5p with sequence UGUCUUGCAGGCCGUCAUGCA. The protein sequence of the target gene is MAPRAQIQGPLTFGDVAVAFTRIEWRHLDAAQRALYRDVMLENYGNLVSVGLLSSKPKLITQLEQGAEPWTEVREAPSGTHAVEDYWFETKMSALKQSTSEASVLGERTKSVMMEKGLDWEGRSSTEKNYKCKECGKVFKYNSSFISHQRNHTSEKPHKCKECGIAFMNSSSLLNHHKVHAGKQPYRCIECGKFLKKHSTFINHQRIHSREKPHKCIECGKTFRKNSILLSHQRIHTGQKPYKCNDCGKAFAQNAALTRHERIHSGEKPFKCNKCGRAFRDNSTVLEHQKIHTGEKPYQC.... Result: 1 (interaction). (3) The miRNA is hsa-miR-6737-5p with sequence UUGGGGUGGUCGGCCCUGGAG. The protein sequence of the target gene is MDTGVIEGGLNVTLTIRLLMHGKEVGSIIGKKGESVKKMREESGARINISEGNCPERIITLAGPTNAIFKAFAMIIDKLEEDISSSMTNSTAASRPPVTLRLVVPASQCGSLIGKGGCKIKEIRESTGAQVQVAGDMLPNSTERAITIAGIPQSIIECVKQICVVMLETLSQSPPKGVTIPYRPKPSSSPVIFAGGQDRYSTGSDSASFPHTTPSMCLNPDLEGPPLEAYTIQGQYAIPQPDLTKLHQLAMQQSHFPMTHGNTGFSGIESSSPEVKGYWGLDASAQTTSHELTIPNDLIG.... Result: 0 (no interaction). (4) The miRNA is mmu-miR-758-3p with sequence UUUGUGACCUGGUCCACUA. The protein sequence of the target gene is MPFLLGLRQDKEACVGTNNQSYICDTGHCCGQSQCCNYYYELWWFWLVWTIIIILSCCCVCHHRRAKHRLQAQQRQHEINLIAYREAHNYSALPFYFRFLPNYLLPPYEEVVNRPPTPPPPYSAFQLQQQQLLPPQCGPAGGSPPGIDPTRGSQGAQSSPLSEPSRSSTRPPSIADPDPSDLPVDRAATKAPGMEPSGSVAGLGELDPGAFLDKDAECREELLKDDSSEHGAPDSKEKTPGRHRRFTGDSGIEVCVCNRGHHDDDLKEFNTLIDDALDGPLDFCDSCHVRPPGDEEEGLC.... Result: 0 (no interaction). (5) The miRNA is cel-miR-785-3p with sequence UAAGUGAAUUGUUUUGUGUAGA. The protein sequence of the target gene is MANSPDAAFSSPALLRSGSVYEPLKSINLPRPDNETLWDKLDHYYRIVKSTMLMYQSPTTGLFPTKTCGGEEKSKVHESLYCAAGAWALALAYRRIDDDKGRTHELEHSAIKCMRGILYCYMRQADKVQQFKQDPRPTTCLHSVFSVHTGDELLSYEEYGHLQINAVSLFLLYLVEMISSGLQIIYNTDEVSFIQNLVFCVERVYRVPDFGVWERGSKYNNGSTELHSSSVGLAKAALEAINGFNLFGNQGCSWSVIFVDLDAHNRNRQTLCSLLPRESRSHNTDAALLPCISYPAFALD.... Result: 0 (no interaction). (6) The miRNA is hsa-miR-361-5p with sequence UUAUCAGAAUCUCCAGGGGUAC. The protein sequence of the target gene is MASKSWLNFLVFLCGSAIGFFLCSQLLSILLREEAAIQPNMLHNDPHARHSDDNGHSHLKGQMNFNADSSQHKDENIDVAENLYQKVKILCWVMTSPQNLEKKAKHVKATWAQRCNKVLFMSSEENQDFPTVGLKTKEGREQLYWKTIKAFQYVHDHYLEDADWFMKADDDTYVIVDNLRWLLSKYNPEQPIYFGRRFKPYVKQGYMSGGAGYVLSKEALRRFVNAFKTEKCTHSSSIEDLALGRCMEIINVEAGDSRDTIGKETFHPFVPEHHLIKGYLPKTFWYWNYNYYPPIEGPGC.... Result: 0 (no interaction).